Predict which catalyst facilitates the given reaction. From a dataset of Catalyst prediction with 721,799 reactions and 888 catalyst types from USPTO. (1) The catalyst class is: 3. Reactant: [H-].[Na+].[NH:3]1[CH:7]=[CH:6][N:5]=[CH:4]1.[Cl:8][C:9]1[CH:10]=[C:11]([C:17]2[CH:21]=[CH:20][N:19]([CH2:22][C@@H:23]([NH:25][C:26]([C:28]3[N:29]=[C:30]([CH2:33]Cl)[O:31][CH:32]=3)=[O:27])[CH3:24])[N:18]=2)[CH:12]=[CH:13][C:14]=1[C:15]#[N:16]. Product: [N:3]1([CH2:33][C:30]2[O:31][CH:32]=[C:28]([C:26]([NH:25][C@@H:23]([CH3:24])[CH2:22][N:19]3[CH:20]=[CH:21][C:17]([C:11]4[CH:12]=[CH:13][C:14]([C:15]#[N:16])=[C:9]([Cl:8])[CH:10]=4)=[N:18]3)=[O:27])[N:29]=2)[CH:7]=[CH:6][N:5]=[CH:4]1. (2) Reactant: Br[C:2]1[CH:3]=[C:4]([N:8]2[C:12]3[CH:13]=[C:14]([C:16]([O:18][CH2:19][CH3:20])=[O:17])[NH:15][C:11]=3[N:10]=[CH:9]2)[CH:5]=[CH:6][CH:7]=1.BrC1C=C(C=CC=1)N.[S:29]1[CH:33]=[CH:32][C:31](B(O)O)=[CH:30]1. Product: [S:29]1[CH:33]=[CH:32][C:31]([C:2]2[CH:3]=[C:4]([N:8]3[C:12]4[CH:13]=[C:14]([C:16]([O:18][CH2:19][CH3:20])=[O:17])[NH:15][C:11]=4[N:10]=[CH:9]3)[CH:5]=[CH:6][CH:7]=2)=[CH:30]1. The catalyst class is: 73. (3) Reactant: [F:1][C:2]1[CH:11]=[C:10]([F:12])[CH:9]=[C:8]2[C:3]=1[C:4](=[O:21])[CH:5]=[C:6]([C:13]1[CH:18]=[CH:17][C:16]([O:19]C)=[CH:15][CH:14]=1)[O:7]2.I.C(O)(=O)C. Product: [F:1][C:2]1[CH:11]=[C:10]([F:12])[CH:9]=[C:8]2[C:3]=1[C:4](=[O:21])[CH:5]=[C:6]([C:13]1[CH:14]=[CH:15][C:16]([OH:19])=[CH:17][CH:18]=1)[O:7]2. The catalyst class is: 6. (4) Reactant: [CH3:1][O:2][C:3](=[O:12])[CH2:4][C:5]1[C:6]([CH3:11])=[N:7][NH:8][C:9]=1[CH3:10].Br[CH2:14][C:15]1[CH:22]=[CH:21][C:18]([CH:19]=[O:20])=[CH:17][CH:16]=1.C([O-])([O-])=O.[K+].[K+]. Product: [CH3:1][O:2][C:3](=[O:12])[CH2:4][C:5]1[C:9]([CH3:10])=[N:8][N:7]([CH2:14][C:15]2[CH:22]=[CH:21][C:18]([CH:19]=[O:20])=[CH:17][CH:16]=2)[C:6]=1[CH3:11]. The catalyst class is: 10. (5) Reactant: [O:1]=[C:2]1[NH:11][C:10]2[N:9]=[CH:8][CH:7]=[C:6]([O:12][C:13]3[CH:14]=[CH:15][C:16]4[O:20][C@H:19]5[C@H:21]([NH:22]C(=O)OC(C)(C)C)[C@H:18]5[C:17]=4[CH:30]=3)[C:5]=2[CH2:4][CH2:3]1.[ClH:31].CC(=O)OCC. Product: [ClH:31].[NH2:22][C@@H:21]1[C@@H:18]2[C@H:19]1[O:20][C:16]1[CH:15]=[CH:14][C:13]([O:12][C:6]3[CH:7]=[CH:8][N:9]=[C:10]4[C:5]=3[CH2:4][CH2:3][C:2](=[O:1])[NH:11]4)=[CH:30][C:17]=12. The catalyst class is: 425. (6) Reactant: Cl[C:2]1[C:3](=[O:16])[NH:4][C:5]2[C:10]([N:11]=1)=[CH:9][C:8]([C:12]([O:14][CH3:15])=[O:13])=[CH:7][CH:6]=2.CCN(C(C)C)C(C)C.[CH3:26][C@H:27]1[CH2:32][CH2:31][CH2:30][CH2:29][NH:28]1. Product: [CH3:26][C@H:27]1[CH2:32][CH2:31][CH2:30][CH2:29][N:28]1[C:2]1[C:3](=[O:16])[NH:4][C:5]2[C:10]([N:11]=1)=[CH:9][C:8]([C:12]([O:14][CH3:15])=[O:13])=[CH:7][CH:6]=2. The catalyst class is: 16. (7) Reactant: C[O:2][C:3]([C:5]1[CH:6]=[C:7]2[CH:13]=[C:12]([C:14](=[O:25])[NH:15][CH:16]3[CH2:21][CH2:20][N:19]([CH:22]([CH3:24])[CH3:23])[CH2:18][CH2:17]3)[N:11]([CH2:26][C:27]3[CH:31]=[C:30]([C:32]4[S:33][C:34]([Cl:37])=[CH:35][CH:36]=4)[O:29][N:28]=3)[C:8]2=[N:9][CH:10]=1)=[O:4].[OH-].[Na+].Cl. Product: [Cl:37][C:34]1[S:33][C:32]([C:30]2[O:29][N:28]=[C:27]([CH2:26][N:11]3[C:8]4=[N:9][CH:10]=[C:5]([C:3]([OH:4])=[O:2])[CH:6]=[C:7]4[CH:13]=[C:12]3[C:14](=[O:25])[NH:15][CH:16]3[CH2:17][CH2:18][N:19]([CH:22]([CH3:23])[CH3:24])[CH2:20][CH2:21]3)[CH:31]=2)=[CH:36][CH:35]=1. The catalyst class is: 5.